This data is from Full USPTO retrosynthesis dataset with 1.9M reactions from patents (1976-2016). The task is: Predict the reactants needed to synthesize the given product. (1) Given the product [CH3:23][C:24]1[N:25]([C:29]2[CH:30]=[C:31]([CH:35]=[C:36]([S:38]([F:42])([F:39])([F:40])([F:43])[F:41])[CH:37]=2)[C:32]([NH:6][C:5]2[CH:7]=[CH:8][C:2]([CH3:1])=[C:3]([N:9]3[C:16]4[N:12]([N:13]=[C:14]([C:17]5[CH:18]=[N:19][CH:20]=[CH:21][CH:22]=5)[CH:15]=4)[CH:11]=[CH:10]3)[CH:4]=2)=[O:33])[CH:26]=[CH:27][N:28]=1, predict the reactants needed to synthesize it. The reactants are: [CH3:1][C:2]1[CH:8]=[CH:7][C:5]([NH2:6])=[CH:4][C:3]=1[N:9]1[C:16]2[N:12]([N:13]=[C:14]([C:17]3[CH:18]=[N:19][CH:20]=[CH:21][CH:22]=3)[CH:15]=2)[CH:11]=[CH:10]1.[CH3:23][C:24]1[N:25]([C:29]2[CH:30]=[C:31]([CH:35]=[C:36]([S:38]([F:43])([F:42])([F:41])([F:40])[F:39])[CH:37]=2)[C:32](O)=[O:33])[CH:26]=[CH:27][N:28]=1.CN(C(ON1N=NC2C=CC=NC1=2)=[N+](C)C)C.F[P-](F)(F)(F)(F)F.C(N(CC)C(C)C)(C)C.[OH-].[Na+]. (2) Given the product [F:22][C:2]([F:1])([F:21])[C:3]([C:9]1[CH:10]=[CH:11][C:12]([N:15]2[CH2:20][CH2:19][N:18]([S:35]([C:32]3[CH:33]=[CH:34][S:30][CH:31]=3)(=[O:37])=[O:36])[CH2:17][CH2:16]2)=[CH:13][CH:14]=1)([OH:8])[C:4]([F:7])([F:6])[F:5], predict the reactants needed to synthesize it. The reactants are: [F:1][C:2]([F:22])([F:21])[C:3]([C:9]1[CH:14]=[CH:13][C:12]([N:15]2[CH2:20][CH2:19][NH:18][CH2:17][CH2:16]2)=[CH:11][CH:10]=1)([OH:8])[C:4]([F:7])([F:6])[F:5].C(N(CC)CC)C.[S:30]1[CH:34]=[CH:33][C:32]([S:35](Cl)(=[O:37])=[O:36])=[CH:31]1. (3) Given the product [OH:29][CH2:28][C:23]1([NH:22][C:19]([C:9]2[CH:10]=[C:11]([C:12]3[CH:17]=[N:16][C:15]([CH3:18])=[CH:14][N:13]=3)[N:7]([C:3]3[CH:2]=[N:1][CH:6]=[CH:5][CH:4]=3)[N:8]=2)=[O:21])[CH2:27][CH2:26][CH2:25][CH2:24]1, predict the reactants needed to synthesize it. The reactants are: [N:1]1[CH:6]=[CH:5][CH:4]=[C:3]([N:7]2[C:11]([C:12]3[CH:17]=[N:16][C:15]([CH3:18])=[CH:14][N:13]=3)=[CH:10][C:9]([C:19]([OH:21])=O)=[N:8]2)[CH:2]=1.[NH2:22][C:23]1([CH2:28][OH:29])[CH2:27][CH2:26][CH2:25][CH2:24]1. (4) The reactants are: [OH:1][C:2]1[C:7]2[NH:8][C:9](=O)[C:10]3[CH:16]=[CH:15][C:14]([C:17]([F:20])([F:19])[F:18])=[N:13][C:11]=3[NH:12][C:6]=2[CH:5]=[CH:4][CH:3]=1.[CH3:22][OH:23]. Given the product [F:20][C:17]([F:18])([F:19])[C:14]1[CH:15]=[CH:16][C:10]2[CH2:9][NH:8][C:7]3=[C:2]([OH:1])[CH:3]=[CH:4][CH:5]=[C:6]3[NH:12][C:11]=2[N:13]=1.[F:20][C:17]([F:18])([F:19])[C:14]1[CH:15]=[CH:16][C:10]2[CH2:9][NH:8][C:7]3[CH:2]=[CH:3][CH:4]=[C:22]([OH:23])[C:6]=3[NH:12][C:11]=2[N:13]=1, predict the reactants needed to synthesize it. (5) Given the product [C:22]([C:26]1[CH:31]=[CH:30][C:29]([S:32]([NH:1][C:2]2[CH:11]=[CH:10][C:9]3[NH:8][C:7](=[O:12])[C:6]4[NH:13][CH:14]=[CH:15][C:5]=4[C:4]=3[CH:3]=2)(=[O:34])=[O:33])=[CH:28][CH:27]=1)([CH3:25])([CH3:23])[CH3:24].[CH2:17]([C:19]([O-:21])=[O:20])[CH3:18], predict the reactants needed to synthesize it. The reactants are: [NH2:1][C:2]1[CH:11]=[CH:10][C:9]2[NH:8][C:7](=[O:12])[C:6]3[NH:13][CH:14]=[CH:15][C:5]=3[C:4]=2[CH:3]=1.Cl.[CH2:17]([C:19]([OH:21])=[O:20])[CH3:18].[C:22]([C:26]1[CH:31]=[CH:30][C:29]([S:32](Cl)(=[O:34])=[O:33])=[CH:28][CH:27]=1)([CH3:25])([CH3:24])[CH3:23]. (6) Given the product [CH2:17]([O:16][C:12]([CH:1]1[CH2:6][C:5](=[O:7])[CH:4]=[CH:3][O:2]1)=[O:15])[CH3:18], predict the reactants needed to synthesize it. The reactants are: [CH3:1][O:2][CH:3]=[CH:4][C:5]([O:7][Si](C)(C)C)=[CH2:6].[C:12]([O:16][CH2:17][CH3:18])(=[O:15])C=O.O.FC(F)(F)C(O)=O.